Dataset: Full USPTO retrosynthesis dataset with 1.9M reactions from patents (1976-2016). Task: Predict the reactants needed to synthesize the given product. Given the product [C:11]([O:15][C:16]([N:18]1[CH2:23][CH2:22][N:21]([C:24]([O:26][C:27]([CH3:30])([CH3:29])[CH3:28])=[O:25])[CH2:20][CH:19]1[CH:31]=[O:32])=[O:17])([CH3:14])([CH3:13])[CH3:12], predict the reactants needed to synthesize it. The reactants are: C(Cl)(=O)C(Cl)=O.CS(C)=O.[C:11]([O:15][C:16]([N:18]1[CH2:23][CH2:22][N:21]([C:24]([O:26][C:27]([CH3:30])([CH3:29])[CH3:28])=[O:25])[CH2:20][C@@H:19]1[CH2:31][OH:32])=[O:17])([CH3:14])([CH3:13])[CH3:12].C(N(CC)CC)C.C([O-])(O)=O.[Na+].